From a dataset of Forward reaction prediction with 1.9M reactions from USPTO patents (1976-2016). Predict the product of the given reaction. (1) The product is: [C:1]([O:5][C:6](=[O:11])[N:7]([N:23]=[O:24])[CH:8]1[CH2:9][CH2:10]1)([CH3:4])([CH3:2])[CH3:3]. Given the reactants [C:1]([O:5][C:6](=[O:11])[NH:7][CH:8]1[CH2:10][CH2:9]1)([CH3:4])([CH3:3])[CH3:2].N1C=CC=CC=1.F[B-](F)(F)F.[N:23]#[O+:24], predict the reaction product. (2) Given the reactants [CH2:1]([N:8]([CH2:21][C:22]1[CH:39]=[CH:38][C:25]([O:26][C:27]2[CH:32]=[CH:31][C:30]([CH2:33][CH2:34][C:35](O)=[O:36])=[CH:29][CH:28]=2)=[CH:24][CH:23]=1)[C:9]1[CH:14]=[CH:13][CH:12]=[C:11]([NH:15][S:16]([CH3:19])(=[O:18])=[O:17])[C:10]=1[CH3:20])[C:2]1[CH:7]=[CH:6][CH:5]=[CH:4][CH:3]=1.[CH2:40]([CH2:42][NH2:43])[OH:41], predict the reaction product. The product is: [CH2:1]([N:8]([CH2:21][C:22]1[CH:23]=[CH:24][C:25]([O:26][C:27]2[CH:28]=[CH:29][C:30]([CH2:33][CH2:34][C:35]([NH:43][CH2:42][CH2:40][OH:41])=[O:36])=[CH:31][CH:32]=2)=[CH:38][CH:39]=1)[C:9]1[CH:14]=[CH:13][CH:12]=[C:11]([NH:15][S:16]([CH3:19])(=[O:17])=[O:18])[C:10]=1[CH3:20])[C:2]1[CH:3]=[CH:4][CH:5]=[CH:6][CH:7]=1. (3) Given the reactants [CH3:1][N:2]1[CH2:7][CH2:6][N:5]([C:8]2[CH:27]=[CH:26][C:11]([C:12]([NH:14][C:15]3[C:16]4[CH:22]=[C:21]([C:23](O)=[O:24])[S:20][C:17]=4[NH:18][N:19]=3)=[O:13])=[CH:10][CH:9]=2)[CH2:4][CH2:3]1.CCN(C(C)C)C(C)C.C(OC(Cl)=O)C.[CH3:43][C:44]([NH2:52])([C:46]1[CH:51]=[CH:50][CH:49]=[CH:48][CH:47]=1)[CH3:45], predict the reaction product. The product is: [CH3:43][C:44]([NH:52][C:23]([C:21]1[S:20][C:17]2[NH:18][N:19]=[C:15]([NH:14][C:12](=[O:13])[C:11]3[CH:10]=[CH:9][C:8]([N:5]4[CH2:4][CH2:3][N:2]([CH3:1])[CH2:7][CH2:6]4)=[CH:27][CH:26]=3)[C:16]=2[CH:22]=1)=[O:24])([C:46]1[CH:51]=[CH:50][CH:49]=[CH:48][CH:47]=1)[CH3:45].